This data is from Full USPTO retrosynthesis dataset with 1.9M reactions from patents (1976-2016). The task is: Predict the reactants needed to synthesize the given product. (1) Given the product [C:1]([C:5]1[O:9][N:8]=[C:7]([NH:10][C:11]([NH:13][C:14]2[CH:19]=[CH:18][CH:17]=[C:16]([S:20][C:22]3[C:31]4[C:26](=[CH:27][C:28]5[O:35][CH2:34][CH2:33][O:32][C:29]=5[CH:30]=4)[N:25]=[CH:24][N:23]=3)[CH:15]=2)=[O:12])[CH:6]=1)([CH3:4])([CH3:2])[CH3:3], predict the reactants needed to synthesize it. The reactants are: [C:1]([C:5]1[O:9][N:8]=[C:7]([NH:10][C:11]([NH:13][C:14]2[CH:19]=[CH:18][CH:17]=[C:16]([SH:20])[CH:15]=2)=[O:12])[CH:6]=1)([CH3:4])([CH3:3])[CH3:2].Cl[C:22]1[C:31]2[C:26](=[CH:27][C:28]3[O:35][CH2:34][CH2:33][O:32][C:29]=3[CH:30]=2)[N:25]=[CH:24][N:23]=1.C([O-])([O-])=O.[Cs+].[Cs+]. (2) Given the product [CH:19]1([C:22]([C:6]2[O:7][CH:8]=[CH:9][N:10]=2)=[O:23])[CH2:21][CH2:20]1, predict the reactants needed to synthesize it. The reactants are: C([Sn](CCCC)(CCCC)[C:6]1[O:7][CH:8]=[CH:9][N:10]=1)CCC.[CH:19]1([C:22](Cl)=[O:23])[CH2:21][CH2:20]1. (3) Given the product [Br:1][C:2]1[CH:3]=[C:4]([C:8]([C:10]2[CH:15]=[CH:14][C:13]([CH2:16][N:17]3[CH:21]=[C:20]([CH3:22])[CH:19]=[N:18]3)=[CH:12][CH:11]=2)=[O:9])[CH:5]=[N:6][CH:7]=1, predict the reactants needed to synthesize it. The reactants are: [Br:1][C:2]1[CH:3]=[C:4]([CH:8]([C:10]2[CH:15]=[CH:14][C:13]([CH2:16][N:17]3[CH:21]=[C:20]([CH3:22])[CH:19]=[N:18]3)=[CH:12][CH:11]=2)[OH:9])[CH:5]=[N:6][CH:7]=1.